From a dataset of hERG potassium channel inhibition data for cardiac toxicity prediction from Karim et al.. Regression/Classification. Given a drug SMILES string, predict its toxicity properties. Task type varies by dataset: regression for continuous values (e.g., LD50, hERG inhibition percentage) or binary classification for toxic/non-toxic outcomes (e.g., AMES mutagenicity, cardiotoxicity, hepatotoxicity). Dataset: herg_karim. (1) The molecule is CC(C)c1ccccc1Cc1cc(C(=O)Nc2ccc(S(=O)(=O)c3ccccc3C(C)(C)C)cc2)c(O)c(O)c1O. The result is 0 (non-blocker). (2) The drug is COc1ccccc1-c1nc2c(C(=O)NC3CC4CCCC(C3)N4C)cccc2o1. The result is 1 (blocker). (3) The drug is Cc1c2c(n3c1CCCN1C[C@@H](F)C[C@@H]1CNc1cc-3ccc1C(N)=O)CC(C)(C)CC2=O. The result is 0 (non-blocker). (4) The compound is N#Cc1ccc2ncc(F)c(CCC34CCC(NCc5ccc6c(n5)NC(=O)CO6)(CC3)CO4)c2n1. The result is 1 (blocker). (5) The molecule is CN(C(=O)Cc1ccc(S(C)(=O)=O)c(F)c1)C1CCN(Cc2ccc(C(F)(F)F)cc2)CC1. The result is 1 (blocker). (6) The molecule is NC(=O)c1cnc(O[C@H]2CCCNC2)c2cc(-c3ccccc3)sc12. The result is 1 (blocker).